From a dataset of Full USPTO retrosynthesis dataset with 1.9M reactions from patents (1976-2016). Predict the reactants needed to synthesize the given product. (1) Given the product [CH3:11][O:12][C:13]([C:15]1[C:20]([O:21][CH2:22][C:23]2[CH:28]=[CH:27][CH:26]=[CH:25][CH:24]=2)=[C:19]([O:10][CH2:3][C:4]2[CH:9]=[CH:8][CH:7]=[CH:6][CH:5]=2)[CH:18]=[C:17]([Br:30])[N:16]=1)=[O:14], predict the reactants needed to synthesize it. The reactants are: [H-].[Na+].[CH2:3]([OH:10])[C:4]1[CH:9]=[CH:8][CH:7]=[CH:6][CH:5]=1.[CH3:11][O:12][C:13]([C:15]1[C:20]([O:21][CH2:22][C:23]2[CH:28]=[CH:27][CH:26]=[CH:25][CH:24]=2)=[C:19](Br)[CH:18]=[C:17]([Br:30])[N:16]=1)=[O:14]. (2) Given the product [Br:1][C:2]1[CH:7]=[N:6][C:5]2=[N:8][CH:10]=[CH:12][N:9]=[C:4]2[CH:3]=1, predict the reactants needed to synthesize it. The reactants are: [Br:1][C:2]1[CH:3]=[C:4]([NH2:9])[C:5]([NH2:8])=[N:6][CH:7]=1.[CH:10]([CH:12]=O)=O. (3) Given the product [C:3]1([CH:2]=[CH:1][C:11]2[CH:16]=[CH:15][CH:14]=[CH:13][CH:12]=2)[CH:8]=[CH:7][C:6]([CH:29]=[O:30])=[CH:5][CH:4]=1, predict the reactants needed to synthesize it. The reactants are: [CH2:1]=[CH:2][C:3]1[CH:8]=[CH:7][CH:6]=[CH:5][CH:4]=1.CN([CH:11]1[CH2:16][CH2:15][CH2:14][CH2:13][CH2:12]1)[CH:11]1[CH2:16][CH2:15][CH2:14][CH2:13][CH2:12]1.Cl.CN1[C:29](=[O:30])CCC1. (4) Given the product [ClH:5].[Cl:5][CH2:4][CH2:3][CH2:2][N:6]1[CH2:11][CH2:10][O:9][CH2:8][CH2:7]1, predict the reactants needed to synthesize it. The reactants are: Br[CH2:2][CH2:3][CH2:4][Cl:5].[NH:6]1[CH2:11][CH2:10][O:9][CH2:8][CH2:7]1.[OH-].[Na+].Cl. (5) Given the product [F:1][C:2]1[CH:3]=[C:4]([CH:23]=[CH:24][CH:25]=1)[CH2:5][N:6]1[CH:11]=[CH:10][C:9]([O:12][CH2:13][C:14]2[CH:19]=[CH:18][C:17]([F:20])=[CH:16][CH:15]=2)=[C:8]([CH3:28])[C:7]1=[O:22], predict the reactants needed to synthesize it. The reactants are: [F:1][C:2]1[CH:3]=[C:4]([CH:23]=[CH:24][CH:25]=1)[CH2:5][N:6]1[CH:11]=[CH:10][C:9]([O:12][CH2:13][C:14]2[CH:19]=[CH:18][C:17]([F:20])=[CH:16][CH:15]=2)=[C:8](I)[C:7]1=[O:22].[Li+].[Cl-].[CH3:28][Sn](C)(C)C. (6) Given the product [F:1][C:2]1[C:3]2[NH:10][CH:9]=[C:8]([I:18])[C:4]=2[CH:5]=[N:6][CH:7]=1, predict the reactants needed to synthesize it. The reactants are: [F:1][C:2]1[C:3]2[NH:10][CH:9]=[CH:8][C:4]=2[CH:5]=[N:6][CH:7]=1.C1C(=O)N([I:18])C(=O)C1. (7) Given the product [CH:12]1([CH2:18][N:1]2[C:5]3=[N:6][CH:7]=[CH:8][CH:9]=[C:4]3[C:3]([C:10]#[N:11])=[N:2]2)[CH2:17][CH2:16][CH2:15][CH2:14][CH2:13]1, predict the reactants needed to synthesize it. The reactants are: [NH:1]1[C:5]2=[N:6][CH:7]=[CH:8][CH:9]=[C:4]2[C:3]([C:10]#[N:11])=[N:2]1.[CH:12]1([CH2:18]Br)[CH2:17][CH2:16][CH2:15][CH2:14][CH2:13]1.C(=O)([O-])[O-].[Cs+].[Cs+].O.